This data is from Reaction yield outcomes from USPTO patents with 853,638 reactions. The task is: Predict the reaction yield, written as a fraction of the theoretical maximum amount of product (1.0 means a 100% yield; for example, 0.34 means a 34% yield). (1) The reactants are [H-].[Na+].[O:3]1[CH2:7][CH2:6][CH2:5][CH2:4]1.C1(O)CCC1.[CH2:13]([Sn:17]([CH2:24][CH2:25][CH2:26][CH3:27])([CH2:20][CH2:21][CH2:22][CH3:23])[CH2:18]I)[CH2:14][CH2:15][CH3:16]. The catalyst is O.CCCCCCC.CN(C)C=O. The product is [CH2:24]([Sn:17]([CH2:13][CH2:14][CH2:15][CH3:16])([CH2:20][CH2:21][CH2:22][CH3:23])[CH2:18][O:3][CH:7]1[CH2:6][CH2:5][CH2:4]1)[CH2:25][CH2:26][CH3:27]. The yield is 0.920. (2) The reactants are Br[C:2]1[CH:9]=[C:8]([N:10]2[C:18]3[CH2:17][C:16]([CH3:20])([CH3:19])[CH2:15][C:14](=[O:21])[C:13]=3[C:12]([CH2:22][CH3:23])=[N:11]2)[CH:7]=[CH:6][C:3]=1[C:4]#[N:5].[CH2:24]([O:31][C@H:32]1[CH2:37][CH2:36][CH2:35][CH2:34][C@@H:33]1[NH2:38])[C:25]1[CH:30]=[CH:29][CH:28]=[CH:27][CH:26]=1.CC(C)([O-])C.[Na+]. The catalyst is CC([O-])=O.CC([O-])=O.[Pd+2].C1(P(C2C=CC=CC=2)[C-]2C=CC=C2)C=CC=CC=1.[C-]1(P(C2C=CC=CC=2)C2C=CC=CC=2)C=CC=C1.[Fe+2].C1(C)C=CC=CC=1. The product is [CH2:24]([O:31][C@H:32]1[CH2:37][CH2:36][CH2:35][CH2:34][C@@H:33]1[NH:38][C:2]1[CH:9]=[C:8]([N:10]2[C:18]3[CH2:17][C:16]([CH3:20])([CH3:19])[CH2:15][C:14](=[O:21])[C:13]=3[C:12]([CH2:22][CH3:23])=[N:11]2)[CH:7]=[CH:6][C:3]=1[C:4]#[N:5])[C:25]1[CH:30]=[CH:29][CH:28]=[CH:27][CH:26]=1. The yield is 0.770.